Dataset: Forward reaction prediction with 1.9M reactions from USPTO patents (1976-2016). Task: Predict the product of the given reaction. Given the reactants N#N.[F:3][C:4]([F:14])([F:13])[C:5]([NH:7][CH2:8][CH2:9][CH2:10][NH:11][CH3:12])=[O:6].CN1CCOCC1.Cl[C:23]([O:25][CH:26]([CH3:28])[CH3:27])=[O:24], predict the reaction product. The product is: [CH:26]([O:25][C:23](=[O:24])[N:11]([CH3:12])[CH2:10][CH2:9][CH2:8][NH:7][C:5](=[O:6])[C:4]([F:13])([F:14])[F:3])([CH3:28])[CH3:27].